From a dataset of NCI-60 drug combinations with 297,098 pairs across 59 cell lines. Regression. Given two drug SMILES strings and cell line genomic features, predict the synergy score measuring deviation from expected non-interaction effect. Drug 1: CC1=C2C(C(=O)C3(C(CC4C(C3C(C(C2(C)C)(CC1OC(=O)C(C(C5=CC=CC=C5)NC(=O)OC(C)(C)C)O)O)OC(=O)C6=CC=CC=C6)(CO4)OC(=O)C)OC)C)OC. Drug 2: C1=CC(=CC=C1CCC2=CNC3=C2C(=O)NC(=N3)N)C(=O)NC(CCC(=O)O)C(=O)O. Cell line: KM12. Synergy scores: CSS=59.5, Synergy_ZIP=8.63, Synergy_Bliss=8.24, Synergy_Loewe=-14.2, Synergy_HSA=10.8.